This data is from Peptide-MHC class I binding affinity with 185,985 pairs from IEDB/IMGT. The task is: Regression. Given a peptide amino acid sequence and an MHC pseudo amino acid sequence, predict their binding affinity value. This is MHC class I binding data. (1) The peptide sequence is LLMLCLHHA. The MHC is HLA-B15:01 with pseudo-sequence HLA-B15:01. The binding affinity (normalized) is 0.305. (2) The peptide sequence is RYFTVAFLF. The MHC is HLA-A01:01 with pseudo-sequence HLA-A01:01. The binding affinity (normalized) is 0.213. (3) The peptide sequence is AASRPPVTL. The MHC is Mamu-B52 with pseudo-sequence Mamu-B52. The binding affinity (normalized) is 0.133. (4) The peptide sequence is RELHLSWEV. The MHC is HLA-B40:02 with pseudo-sequence HLA-B40:02. The binding affinity (normalized) is 0.852.